The task is: Predict the reaction yield, written as a fraction of the theoretical maximum amount of product (1.0 means a 100% yield; for example, 0.34 means a 34% yield).. This data is from Reaction yield outcomes from USPTO patents with 853,638 reactions. (1) The reactants are [CH:1]1([C:4]([NH:6][C:7]2[N:8]=[C:9]3[CH:14]=[CH:13][C:12]([O:15][C:16]4[CH:17]=[C:18]([CH:23]=[CH:24][CH:25]=4)[C:19]([O:21]C)=[O:20])=[N:11][N:10]3[CH:26]=2)=[O:5])[CH2:3][CH2:2]1.[OH-].[Na+].Cl. The catalyst is O1CCCC1. The product is [CH:1]1([C:4]([NH:6][C:7]2[N:8]=[C:9]3[CH:14]=[CH:13][C:12]([O:15][C:16]4[CH:17]=[C:18]([CH:23]=[CH:24][CH:25]=4)[C:19]([OH:21])=[O:20])=[N:11][N:10]3[CH:26]=2)=[O:5])[CH2:3][CH2:2]1. The yield is 0.690. (2) The reactants are [H-].[Na+].[C:3](=O)([O:6]C)[O:4][CH3:5].[C:9]([O:13][C:14]([N:16]1[CH2:21][CH2:20][C:19](=[O:22])[CH2:18][CH2:17]1)=[O:15])([CH3:12])([CH3:11])[CH3:10].[OH-].[Na+]. The catalyst is C1(C)C=CC=CC=1.CO.O.C(O)(=O)C. The product is [CH3:5][O:4][C:3]([CH:20]1[C:19](=[O:22])[CH2:18][CH2:17][N:16]([C:14]([O:13][C:9]([CH3:12])([CH3:10])[CH3:11])=[O:15])[CH2:21]1)=[O:6]. The yield is 0.800. (3) The reactants are C([O:4][CH2:5][C:6]1[CH:11]=[C:10]([N:12]([CH3:14])[CH3:13])[N:9]=[C:8]([C:15]#[N:16])[CH:7]=1)(=O)C.C([O-])([O-])=O.[K+].[K+]. The catalyst is CO. The product is [CH3:13][N:12]([CH3:14])[C:10]1[N:9]=[C:8]([C:15]#[N:16])[CH:7]=[C:6]([CH2:5][OH:4])[CH:11]=1. The yield is 0.860.